From a dataset of Peptide-MHC class I binding affinity with 185,985 pairs from IEDB/IMGT. Regression. Given a peptide amino acid sequence and an MHC pseudo amino acid sequence, predict their binding affinity value. This is MHC class I binding data. (1) The peptide sequence is NHANVELSL. The MHC is HLA-B38:01 with pseudo-sequence HLA-B38:01. The binding affinity (normalized) is 0.783. (2) The peptide sequence is PLITNRNIL. The MHC is H-2-Db with pseudo-sequence H-2-Db. The binding affinity (normalized) is 0.148. (3) The peptide sequence is NVLSIAPI. The MHC is HLA-A02:03 with pseudo-sequence HLA-A02:03. The binding affinity (normalized) is 0.0973. (4) The peptide sequence is LTPQQRNGY. The MHC is Mamu-A01 with pseudo-sequence Mamu-A01. The binding affinity (normalized) is 0.583.